This data is from NCI-60 drug combinations with 297,098 pairs across 59 cell lines. The task is: Regression. Given two drug SMILES strings and cell line genomic features, predict the synergy score measuring deviation from expected non-interaction effect. (1) Drug 1: CN(CC1=CN=C2C(=N1)C(=NC(=N2)N)N)C3=CC=C(C=C3)C(=O)NC(CCC(=O)O)C(=O)O. Drug 2: C1C(C(OC1N2C=NC3=C2NC=NCC3O)CO)O. Cell line: M14. Synergy scores: CSS=30.9, Synergy_ZIP=-0.819, Synergy_Bliss=-4.26, Synergy_Loewe=-24.5, Synergy_HSA=-4.44. (2) Drug 1: CC12CCC3C(C1CCC2O)C(CC4=C3C=CC(=C4)O)CCCCCCCCCS(=O)CCCC(C(F)(F)F)(F)F. Synergy scores: CSS=-3.00, Synergy_ZIP=0.172, Synergy_Bliss=-2.62, Synergy_Loewe=-3.61, Synergy_HSA=-3.45. Drug 2: C(CN)CNCCSP(=O)(O)O. Cell line: OVCAR-5. (3) Drug 1: CS(=O)(=O)C1=CC(=C(C=C1)C(=O)NC2=CC(=C(C=C2)Cl)C3=CC=CC=N3)Cl. Drug 2: C1CNP(=O)(OC1)N(CCCl)CCCl. Cell line: KM12. Synergy scores: CSS=25.0, Synergy_ZIP=13.0, Synergy_Bliss=14.5, Synergy_Loewe=-10.2, Synergy_HSA=8.09.